From a dataset of Full USPTO retrosynthesis dataset with 1.9M reactions from patents (1976-2016). Predict the reactants needed to synthesize the given product. The reactants are: [C:1]([N:8]1[CH2:12][CH2:11][CH2:10][CH:9]1[CH2:13][O:14][C:15]1[CH:20]=[C:19]([C:21]([F:24])([F:23])[F:22])[CH:18]=[C:17]([NH2:25])[CH:16]=1)([O:3][C:4]([CH3:7])([CH3:6])[CH3:5])=[O:2].C(N1CCC(OC2C=C(C(F)(F)F)C=C(N[C:51]([C:53]3[C:54]([F:59])=[N:55][CH:56]=[CH:57][CH:58]=3)=[O:52])C=2)CC1)(OC(C)(C)C)=O. Given the product [C:1]([N:8]1[CH2:12][CH2:11][CH2:10][CH:9]1[CH2:13][O:14][C:15]1[CH:20]=[C:19]([C:21]([F:24])([F:23])[F:22])[CH:18]=[C:17]([NH:25][C:51]([C:53]2[C:54]([F:59])=[N:55][CH:56]=[CH:57][CH:58]=2)=[O:52])[CH:16]=1)([O:3][C:4]([CH3:6])([CH3:7])[CH3:5])=[O:2], predict the reactants needed to synthesize it.